Dataset: Cav3 T-type calcium channel HTS with 100,875 compounds. Task: Binary Classification. Given a drug SMILES string, predict its activity (active/inactive) in a high-throughput screening assay against a specified biological target. The molecule is O(CCC)c1ccc(C(=O)NCc2cccnc2)cc1. The result is 0 (inactive).